From a dataset of Forward reaction prediction with 1.9M reactions from USPTO patents (1976-2016). Predict the product of the given reaction. (1) Given the reactants [CH2:1]([O:3][C:4](=[O:28])[C:5]1[CH:10]=[CH:9][CH:8]=[C:7]([N:11]2[C:15]([CH3:16])=[CH:14][CH:13]=[C:12]2[C:17]2[CH:22]=[C:21]([C:23]([F:26])([F:25])[F:24])[CH:20]=[CH:19][C:18]=2[OH:27])[CH:6]=1)[CH3:2].[F:29][C:30]1[CH:37]=[CH:36][C:33]([CH2:34]Br)=[CH:32][CH:31]=1.C(=O)([O-])[O-].[K+].[K+], predict the reaction product. The product is: [CH2:1]([O:3][C:4](=[O:28])[C:5]1[CH:10]=[CH:9][CH:8]=[C:7]([N:11]2[C:15]([CH3:16])=[CH:14][CH:13]=[C:12]2[C:17]2[CH:22]=[C:21]([C:23]([F:24])([F:26])[F:25])[CH:20]=[CH:19][C:18]=2[O:27][CH2:34][C:33]2[CH:36]=[CH:37][C:30]([F:29])=[CH:31][CH:32]=2)[CH:6]=1)[CH3:2]. (2) Given the reactants [H-].[Na+].[CH3:3][O:4][C:5]1[CH:6]=[CH:7][C:8]2[N:12]3[CH2:13][C:14]4C([C:11]3=[C:10](C=O)[C:9]=2[N:22]=1)=CC=C[CH:15]=4.CN(C)C=[O:26], predict the reaction product. The product is: [CH3:3][O:4][C:5]1[CH:6]=[CH:7][C:8]2[N:12]3[C:11]([O:26][CH2:15][CH2:14][CH2:13]3)=[CH:10][C:9]=2[N:22]=1. (3) Given the reactants [Cl:1][C:2]1[CH:10]=[C:9]2[C:5]([C:6]([C:11]([O:13]C)=[O:12])=[N:7][NH:8]2)=[CH:4][C:3]=1[C:15]#[C:16][C:17]1[CH:22]=[CH:21][CH:20]=[CH:19][CH:18]=1, predict the reaction product. The product is: [Cl:1][C:2]1[CH:10]=[C:9]2[C:5]([C:6]([C:11]([OH:13])=[O:12])=[N:7][NH:8]2)=[CH:4][C:3]=1[C:15]#[C:16][C:17]1[CH:22]=[CH:21][CH:20]=[CH:19][CH:18]=1. (4) Given the reactants [CH:1]([O:4][C:5]([N:7]1[CH:12]([CH2:13][CH3:14])[CH2:11][C:10](=O)[C:9]2[S:16][CH:17]=[CH:18][C:8]1=2)=[O:6])([CH3:3])[CH3:2].[F:19][C:20]([F:34])([F:33])[C:21]1[CH:22]=[C:23]([CH:26]=[C:27]([C:29]([F:32])([F:31])[F:30])[CH:28]=1)[CH2:24][NH2:25].C([BH3-])#N.[Na+].[BH4-].[Na+].[OH-].[Na+], predict the reaction product. The product is: [CH:1]([O:4][C:5]([N:7]1[CH:12]([CH2:13][CH3:14])[CH2:11][CH:10]([NH:25][CH2:24][C:23]2[CH:26]=[C:27]([C:29]([F:30])([F:31])[F:32])[CH:28]=[C:21]([C:20]([F:19])([F:33])[F:34])[CH:22]=2)[C:9]2[S:16][CH:17]=[CH:18][C:8]1=2)=[O:6])([CH3:3])[CH3:2]. (5) Given the reactants C1C=C(Cl)C=C(C(OO)=[O:9])C=1.[Cl:12][C:13]1[CH:14]=[CH:15][C:16]([S:32][C:33]([F:36])([F:35])[F:34])=[C:17]([NH:19][S:20]([C:23]2[O:24][C:25]3[CH:31]=[CH:30][CH:29]=[CH:28][C:26]=3[CH:27]=2)(=[O:22])=[O:21])[CH:18]=1, predict the reaction product. The product is: [Cl:12][C:13]1[CH:14]=[CH:15][C:16]([S:32]([C:33]([F:35])([F:34])[F:36])=[O:9])=[C:17]([NH:19][S:20]([C:23]2[O:24][C:25]3[CH:31]=[CH:30][CH:29]=[CH:28][C:26]=3[CH:27]=2)(=[O:21])=[O:22])[CH:18]=1. (6) Given the reactants [CH2:1](Cl)Cl.[C:4]([O-:9])(=[O:8])[CH:5]([CH3:7])[OH:6].[CH3:10][C:11]1[CH:16]=[CH:15][C:14]([S:17](Cl)(=[O:19])=[O:18])=[CH:13][CH:12]=1, predict the reaction product. The product is: [S:17]([O:6][C@@H:5]([CH3:7])[C:4]([O:9][CH3:1])=[O:8])([C:14]1[CH:15]=[CH:16][C:11]([CH3:10])=[CH:12][CH:13]=1)(=[O:19])=[O:18]. (7) Given the reactants Br[C:2]1[CH:11]=[CH:10][CH:9]=[C:8]2[C:3]=1[CH:4]=[CH:5][N:6]=[CH:7]2.[C:12](=[N:25][NH2:26])([C:19]1[CH:24]=[CH:23][CH:22]=[CH:21][CH:20]=1)[C:13]1[CH:18]=[CH:17][CH:16]=[CH:15][CH:14]=1.CC(C)([O-])C.[Na+], predict the reaction product. The product is: [C:12](=[N:25][NH:26][C:2]1[CH:11]=[CH:10][CH:9]=[C:8]2[C:3]=1[CH:4]=[CH:5][N:6]=[CH:7]2)([C:19]1[CH:20]=[CH:21][CH:22]=[CH:23][CH:24]=1)[C:13]1[CH:18]=[CH:17][CH:16]=[CH:15][CH:14]=1.